This data is from hERG Central: cardiac toxicity at 1µM, 10µM, and general inhibition. The task is: Predict hERG channel inhibition at various concentrations. (1) The compound is CC(=O)c1cccc(NC(=O)CN(C)Cc2ccc(OC(F)F)cc2)c1. Results: hERG_inhib (hERG inhibition (general)): blocker. (2) The compound is CN(CC(=O)Nc1cccc(F)c1)C(=O)C1CCN(C(=O)c2ccc(Cl)cc2)CC1. Results: hERG_inhib (hERG inhibition (general)): blocker. (3) The compound is Cn1cc(CCNCc2cn[nH]c2-c2ccc(-c3ccccc3)cc2)cn1. Results: hERG_inhib (hERG inhibition (general)): blocker. (4) The drug is Cc1c(NC(=O)COC(=O)/C=C/c2cccc(Cl)c2)c(=O)n(-c2ccccc2)n1C. Results: hERG_inhib (hERG inhibition (general)): blocker. (5) The compound is CN1CCc2c(c3ccccc3n2Cc2ccccc2)C1.Cl. Results: hERG_inhib (hERG inhibition (general)): blocker. (6) The molecule is Cc1sc2nc(CN3CCCC3)nc(N3CCN(S(=O)(=O)c4ccccc4)CC3)c2c1C. Results: hERG_inhib (hERG inhibition (general)): blocker. (7) The molecule is CCCOc1ccc(/C(O)=C2/C(=O)C(=O)N(CCCOC)C2c2ccncc2)cc1. Results: hERG_inhib (hERG inhibition (general)): blocker. (8) The molecule is COc1ccc2c(COC(=O)CNS(=O)(=O)c3ccc(C)c(C)c3)cc(=O)oc2c1. Results: hERG_inhib (hERG inhibition (general)): blocker. (9) The drug is CC(=O)c1cccc(NC(=O)/C(=C\c2ccco2)NC(=O)c2ccco2)c1. Results: hERG_inhib (hERG inhibition (general)): blocker. (10) The drug is COCCNC(=S)N/N=C(\C)c1ccc(-n2ccnc2)cc1. Results: hERG_inhib (hERG inhibition (general)): blocker.